Dataset: Reaction yield outcomes from USPTO patents with 853,638 reactions. Task: Predict the reaction yield, written as a fraction of the theoretical maximum amount of product (1.0 means a 100% yield; for example, 0.34 means a 34% yield). (1) The reactants are [N:1]1[CH:6]=[CH:5][CH:4]=[C:3]([NH:7][S:8]([C:11]2[CH:12]=[C:13]3[C:17](=[CH:18][CH:19]=2)[NH:16][C:15](=[O:20])[CH2:14]3)(=[O:10])=[O:9])[CH:2]=1.[N:21]1([CH2:26][CH2:27][NH:28][C:29]([C:31]2[C:35]([CH3:36])=[C:34]([CH:37]=O)[NH:33][C:32]=2[CH3:39])=[O:30])[CH2:25][CH2:24][CH2:23][CH2:22]1. No catalyst specified. The product is [N:21]1([CH2:26][CH2:27][NH:28][C:29]([C:31]2[C:35]([CH3:36])=[C:34]([CH:37]=[C:14]3[C:13]4[C:17](=[CH:18][CH:19]=[C:11]([S:8](=[O:10])(=[O:9])[NH:7][C:3]5[CH:2]=[N:1][CH:6]=[CH:5][CH:4]=5)[CH:12]=4)[NH:16][C:15]3=[O:20])[NH:33][C:32]=2[CH3:39])=[O:30])[CH2:25][CH2:24][CH2:23][CH2:22]1. The yield is 0.740. (2) The reactants are [Cl:1][C:2]1[C:6]([Cl:7])=[C:5]([CH3:8])[NH:4][C:3]=1[C:9]([NH:11][C@H:12]1[CH2:17][CH2:16][C@H:15]([C:18]2[CH:19]=[C:20]([CH:26]=[CH:27][CH:28]=2)[C:21]([O:23]CC)=[O:22])[CH2:14][CH2:13]1)=[O:10].[OH-].[Li+]. The catalyst is C1COCC1.C(O)C.O. The product is [Cl:1][C:2]1[C:6]([Cl:7])=[C:5]([CH3:8])[NH:4][C:3]=1[C:9]([NH:11][C@H:12]1[CH2:17][CH2:16][C@H:15]([C:18]2[CH:19]=[C:20]([CH:26]=[CH:27][CH:28]=2)[C:21]([OH:23])=[O:22])[CH2:14][CH2:13]1)=[O:10]. The yield is 0.430. (3) The reactants are COC1C=CC(C[N:8]2[C:16]3[C:15](=[O:17])[N:14]4[C:18]([CH3:21])=[N:19][N:20]=[C:13]4[N:12]([CH2:22][CH2:23][CH2:24][CH2:25][CH3:26])[C:11]=3[N:10]=[C:9]2[S:27][CH3:28])=CC=1.FC(F)(F)C(O)=O. No catalyst specified. The product is [CH3:21][C:18]1[N:14]2[C:15](=[O:17])[C:16]3[NH:8][C:9]([S:27][CH3:28])=[N:10][C:11]=3[N:12]([CH2:22][CH2:23][CH2:24][CH2:25][CH3:26])[C:13]2=[N:20][N:19]=1. The yield is 0.420. (4) The reactants are [NH2:1][C:2]1[C:3]([N+:18]([O-])=O)=[C:4]([CH:9]=[C:10]([N:12]2[CH2:17][CH2:16][O:15][CH2:14][CH2:13]2)[CH:11]=1)[C:5]([O:7][CH3:8])=[O:6]. The catalyst is CO.[Pd]. The product is [NH2:18][C:3]1[C:2]([NH2:1])=[CH:11][C:10]([N:12]2[CH2:17][CH2:16][O:15][CH2:14][CH2:13]2)=[CH:9][C:4]=1[C:5]([O:7][CH3:8])=[O:6]. The yield is 0.801. (5) The reactants are [Br:1][C:2]1[C:3](=[O:17])[N:4]([CH2:9][C:10]2[CH:15]=[CH:14][C:13]([Cl:16])=[CH:12][CH:11]=2)[C:5](=[O:8])[NH:6][N:7]=1.[OH:18][CH2:19][C:20]1[CH:25]=[CH:24][CH:23]=[CH:22][C:21]=1B(O)O.N1C=CC=CC=1. The catalyst is CN(C=O)C.C([O-])(=O)C.[Cu+2].C([O-])(=O)C. The product is [Br:1][C:2]1[C:3](=[O:17])[N:4]([CH2:9][C:10]2[CH:15]=[CH:14][C:13]([Cl:16])=[CH:12][CH:11]=2)[C:5](=[O:8])[N:6]([C:21]2[CH:22]=[CH:23][CH:24]=[CH:25][C:20]=2[CH2:19][OH:18])[N:7]=1. The yield is 0.620. (6) The reactants are Br[C:2]1[NH:6][N:5]=[C:4]([C:7]([O:9][CH3:10])=[O:8])[N:3]=1.C([O-])([O-])=O.[K+].[K+].[C:17]([C:21]1[CH:22]=[C:23](B(O)O)[CH:24]=[C:25]([C:27]([CH3:30])([CH3:29])[CH3:28])[CH:26]=1)([CH3:20])([CH3:19])[CH3:18]. The catalyst is CN(C=O)C.O.C1C=CC([P]([Pd]([P](C2C=CC=CC=2)(C2C=CC=CC=2)C2C=CC=CC=2)([P](C2C=CC=CC=2)(C2C=CC=CC=2)C2C=CC=CC=2)[P](C2C=CC=CC=2)(C2C=CC=CC=2)C2C=CC=CC=2)(C2C=CC=CC=2)C2C=CC=CC=2)=CC=1. The product is [CH:21]1([CH2:17][N:6]2[C:2]([C:23]3[CH:22]=[C:21]([C:17]([CH3:20])([CH3:19])[CH3:18])[CH:26]=[C:25]([C:27]([CH3:30])([CH3:29])[CH3:28])[CH:24]=3)=[N:3][C:4]([C:7]([O:9][CH3:10])=[O:8])=[N:5]2)[CH2:22][CH2:23][CH2:24][CH2:25][CH2:26]1. The yield is 0.620. (7) The reactants are [NH2:1][C@@H:2]([C:5]([OH:7])=[O:6])[CH2:3][OH:4].C([BH3-])#N.[Na+].[CH:12](=O)[C:13]1[CH:18]=[CH:17][CH:16]=[CH:15][CH:14]=1. The catalyst is CO. The product is [CH2:12]([NH:1][C@@H:2]([C:5]([OH:7])=[O:6])[CH2:3][OH:4])[C:13]1[CH:18]=[CH:17][CH:16]=[CH:15][CH:14]=1. The yield is 0.600.